Predict the product of the given reaction. From a dataset of Forward reaction prediction with 1.9M reactions from USPTO patents (1976-2016). (1) The product is: [NH2:1][C:2]1[CH:3]=[CH:4][C:5]([S:12]([NH:13][C:14]2[CH:15]=[CH:16][C:17]3[CH2:21][O:20][B:19]([OH:22])[C:18]=3[CH:23]=2)(=[O:24])=[O:25])=[C:6]([CH2:8][C:9]([NH:45][NH2:53])=[O:11])[CH:7]=1. Given the reactants [NH2:1][C:2]1[CH:3]=[CH:4][C:5]([S:12](=[O:25])(=[O:24])[NH:13][C:14]2[CH:15]=[CH:16][C:17]3[CH2:21][O:20][B:19]([OH:22])[C:18]=3[CH:23]=2)=[C:6]([CH2:8][C:9]([OH:11])=O)[CH:7]=1.NN.C1CN([P+](O[N:45]2[N:53]=NC3C=CC=CC2=3)(N2CCCC2)N2CCCC2)CC1.F[P-](F)(F)(F)(F)F.C(N(CC)CC)C, predict the reaction product. (2) Given the reactants F[C:2]1[CH:9]=[CH:8][C:7]([C:10]([F:13])([F:12])[F:11])=[CH:6][C:3]=1[CH:4]=[O:5].[CH:14]1([CH2:17][NH:18][CH2:19][CH2:20][CH3:21])[CH2:16][CH2:15]1.C(=O)([O-])[O-].[K+].[K+].O, predict the reaction product. The product is: [CH:14]1([CH2:17][N:18]([CH2:19][CH2:20][CH3:21])[C:2]2[CH:9]=[CH:8][C:7]([C:10]([F:13])([F:12])[F:11])=[CH:6][C:3]=2[CH:4]=[O:5])[CH2:16][CH2:15]1. (3) The product is: [F:20][C:21]1[CH:26]=[CH:25][C:24]([C@H:27]([NH:29][C@H:2]2[CH2:6][CH2:5][C@@H:4]([C:7]3[CH:12]=[CH:11][C:10]([CH2:13][C:14]([O:16][CH2:17][CH3:18])=[O:15])=[CH:9][CH:8]=3)[CH2:3]2)[CH3:28])=[CH:23][C:22]=1[O:30][CH3:31]. Given the reactants O=[C:2]1[CH2:6][CH2:5][C@@H:4]([C:7]2[CH:12]=[CH:11][C:10]([CH2:13][C:14]([O:16][CH2:17][CH3:18])=[O:15])=[CH:9][CH:8]=2)[CH2:3]1.Cl.[F:20][C:21]1[CH:26]=[CH:25][C:24]([C@H:27]([NH2:29])[CH3:28])=[CH:23][C:22]=1[O:30][CH3:31].[BH-](OC(C)=O)(OC(C)=O)OC(C)=O.[Na+], predict the reaction product. (4) Given the reactants [CH2:1]([O:3][C:4](=[O:23])/[CH:5]=[CH:6]/[C:7]1[CH:12]=[C:11]([F:13])[C:10]([O:14]CC2C=CC=CC=2)=[C:9]([F:22])[CH:8]=1)[CH3:2], predict the reaction product. The product is: [CH2:1]([O:3][C:4](=[O:23])[CH2:5][CH2:6][C:7]1[CH:12]=[C:11]([F:13])[C:10]([OH:14])=[C:9]([F:22])[CH:8]=1)[CH3:2]. (5) Given the reactants [O:1]=[C:2]1[C:10](=[CH:11][C:12]2[NH:13][C:14]3[CH2:15][CH2:16][CH2:17][CH2:18][C:19]=3[C:20]=2[CH2:21][CH2:22][C:23]([OH:25])=O)[C:9]2[C:4](=[CH:5][CH:6]=[CH:7][CH:8]=2)[NH:3]1.[C:26](N1C=CN=C1)([N:28]1C=CN=[CH:29]1)=O.CNC.O, predict the reaction product. The product is: [CH3:26][N:28]([CH3:29])[C:23](=[O:25])[CH2:22][CH2:21][C:20]1[C:19]2[CH2:18][CH2:17][CH2:16][CH2:15][C:14]=2[NH:13][C:12]=1[CH:11]=[C:10]1[C:9]2[C:4](=[CH:5][CH:6]=[CH:7][CH:8]=2)[NH:3][C:2]1=[O:1].